Predict the product of the given reaction. From a dataset of Forward reaction prediction with 1.9M reactions from USPTO patents (1976-2016). (1) The product is: [CH3:1][C:2]1[C:3]([N:10]2[N:14]=[CH:13][CH:12]=[N:11]2)=[C:4]([CH:7]=[CH:8][CH:9]=1)[C:5]([OH:18])=[O:15]. Given the reactants [CH3:1][C:2]1[C:3]([N:10]2[N:14]=[CH:13][CH:12]=[N:11]2)=[C:4]([CH:7]=[CH:8][CH:9]=1)[C:5]#N.[OH-:15].[Na+].C[OH:18], predict the reaction product. (2) Given the reactants [Cl:1][C:2]1[C:7]([C:8]2[CH:13]=[CH:12][CH:11]=[CH:10][CH:9]=2)=[N:6][N:5]=[C:4]2[N:14]([CH2:18][CH2:19][N:20]3[CH2:25][CH2:24][N:23]([CH3:26])[CH2:22][CH2:21]3)[N:15]=[C:16](I)[C:3]=12.[CH3:27][N:28]1[CH:32]=[C:31](B2OC(C)(C)C(C)(C)O2)[CH:30]=[N:29]1.[O-]P([O-])([O-])=O.[K+].[K+].[K+], predict the reaction product. The product is: [Cl:1][C:2]1[C:7]([C:8]2[CH:13]=[CH:12][CH:11]=[CH:10][CH:9]=2)=[N:6][N:5]=[C:4]2[N:14]([CH2:18][CH2:19][N:20]3[CH2:25][CH2:24][N:23]([CH3:26])[CH2:22][CH2:21]3)[N:15]=[C:16]([C:31]3[CH:30]=[N:29][N:28]([CH3:27])[CH:32]=3)[C:3]=12. (3) Given the reactants C(N(C(C)C)C(C)C)C.I.[F:11][C:12]1[CH:13]=[C:14]([NH:24][C:25](SC)=[NH:26])[CH:15]=[CH:16][C:17]=1[N:18]1[C:22]([CH3:23])=[N:21][CH:20]=[N:19]1.[F:29][C:30]1[CH:35]=[CH:34][C:33]([CH:36]([CH2:40][CH:41]=[CH2:42])[C:37](O)=O)=[CH:32][CH:31]=1.O.ON1C2C=CC=CC=2N=N1.[ClH:54].C(N=C=NCCCN(C)C)C.[NH2:66][NH2:67], predict the reaction product. The product is: [Cl:54][CH2:42][CH2:41][CH2:40][CH:36]([C:37]1[NH:67][N:66]=[C:25]([NH:24][C:14]2[CH:15]=[CH:16][C:17]([N:18]3[C:22]([CH3:23])=[N:21][CH:20]=[N:19]3)=[C:12]([F:11])[CH:13]=2)[N:26]=1)[C:33]1[CH:32]=[CH:31][C:30]([F:29])=[CH:35][CH:34]=1. (4) Given the reactants [CH3:1][N:2]([CH3:35])[C:3](=O)[CH2:4][CH2:5][C:6]([CH2:24][O:25][CH2:26][CH2:27][CH2:28][CH2:29][CH2:30][CH2:31][CH2:32][CH3:33])([CH2:14][O:15][CH2:16][CH2:17][CH2:18][CH2:19][CH2:20][CH2:21][CH2:22][CH3:23])[CH2:7][CH2:8][C:9]([N:11]([CH3:13])[CH3:12])=O.[H-].[H-].[H-].[H-].[Li+].[Al+3].C(OCC)(=O)C.[OH-].[Na+], predict the reaction product. The product is: [CH3:13][N:11]([CH3:12])[CH2:9][CH2:8][CH2:7][C:6]([CH2:14][O:15][CH2:16][CH2:17][CH2:18][CH2:19][CH2:20][CH2:21][CH2:22][CH3:23])([CH2:24][O:25][CH2:26][CH2:27][CH2:28][CH2:29][CH2:30][CH2:31][CH2:32][CH3:33])[CH2:5][CH2:4][CH2:3][N:2]([CH3:35])[CH3:1]. (5) The product is: [NH2:74][C:73]1[C:68]2[N:67]=[C:66]([C:77]3[C:82]([F:83])=[CH:81][CH:80]=[CH:79][C:78]=3[F:84])[N:65]([CH2:64][C:63]3[C:62]([F:61])=[CH:88][CH:87]=[CH:86][C:85]=3[F:89])[C:69]=2[CH:70]=[CH:71][CH:72]=1. Given the reactants FC1C=CC=C(F)C=1CN1C2C=CC=CC=2N=C1C1C(F)=CC=CC=1F.FC1C=CC=C(F)C=1C(Cl)=O.Cl[Sn]Cl.Cl.CC(OC(C)=O)=O.[BH4-].[Na+].OS(O)(=O)=O.N([O-])=O.[Na+].Br.[F:61][C:62]1[CH:88]=[CH:87][CH:86]=[C:85]([F:89])[C:63]=1[CH2:64][N:65]1[C:69]2[CH:70]=[CH:71][CH:72]=[C:73]([N+:74]([O-])=O)[C:68]=2[N:67]=[C:66]1[C:77]1[C:82]([F:83])=[CH:81][CH:80]=[CH:79][C:78]=1[F:84], predict the reaction product. (6) Given the reactants [Br:1][C:2]1[CH:11]=[C:10]2[C:5]([CH:6]=[CH:7][C:8]([C:12](=[O:14])[CH3:13])=[N:9]2)=[CH:4][CH:3]=1.C([O-])=O.[Na+], predict the reaction product. The product is: [Br:1][C:2]1[CH:11]=[C:10]2[C:5]([CH:6]=[CH:7][C:8]([C@H:12]([OH:14])[CH3:13])=[N:9]2)=[CH:4][CH:3]=1.